This data is from Catalyst prediction with 721,799 reactions and 888 catalyst types from USPTO. The task is: Predict which catalyst facilitates the given reaction. (1) Reactant: [Br:1][C:2]1[CH:3]=[CH:4][C:5]([O:16][CH2:17][C:18]2[CH:23]=[CH:22][C:21]([Cl:24])=[CH:20][CH:19]=2)=[C:6]([CH2:8][N:9]2[CH2:14][CH2:13][C:12](=O)[CH2:11][CH2:10]2)[CH:7]=1.CC(O)=O.[C:29]([N:36]1[CH2:41][CH2:40][NH:39][CH2:38][CH2:37]1)([O:31][C:32]([CH3:35])([CH3:34])[CH3:33])=[O:30].[BH-](OC(C)=O)(OC(C)=O)OC(C)=O.[Na+]. Product: [Br:1][C:2]1[CH:3]=[CH:4][C:5]([O:16][CH2:17][C:18]2[CH:23]=[CH:22][C:21]([Cl:24])=[CH:20][CH:19]=2)=[C:6]([CH2:8][N:9]2[CH2:14][CH2:13][CH:12]([N:39]3[CH2:38][CH2:37][N:36]([C:29]([O:31][C:32]([CH3:35])([CH3:34])[CH3:33])=[O:30])[CH2:41][CH2:40]3)[CH2:11][CH2:10]2)[CH:7]=1. The catalyst class is: 25. (2) The catalyst class is: 360. Reactant: [Cl:1][C:2]1[CH:3]=[C:4]([C:8]2[CH:16]=[CH:15][CH:14]=[C:13]3[C:9]=2[CH2:10][C:11](=[O:17])[NH:12]3)[CH:5]=[CH:6][CH:7]=1.[N:18]1([CH2:23][CH2:24][NH:25][C:26]([C:28]2[C:32]([CH3:33])=[C:31]([CH:34]=O)[NH:30][C:29]=2[CH3:36])=[O:27])[CH:22]=[CH:21][N:20]=[N:19]1. Product: [N:18]1([CH2:23][CH2:24][NH:25][C:26]([C:28]2[C:32]([CH3:33])=[C:31]([CH:34]=[C:10]3[C:9]4[C:13](=[CH:14][CH:15]=[CH:16][C:8]=4[C:4]4[CH:5]=[CH:6][CH:7]=[C:2]([Cl:1])[CH:3]=4)[NH:12][C:11]3=[O:17])[NH:30][C:29]=2[CH3:36])=[O:27])[CH:22]=[CH:21][N:20]=[N:19]1. (3) Reactant: [Cl:1][C:2]1[CH:3]=[C:4]([C@@H:8]([OH:39])[CH2:9][NH:10][C@H:11]([CH3:38])[CH2:12][C:13]2[CH:18]=[CH:17][C:16]([S:19]([C:22]3[CH:32]=[CH:31][C:30]([CH2:33][CH2:34][CH:35]([CH3:37])[CH3:36])=[CH:29][C:23]=3[C:24]([O:26]CC)=[O:25])(=[O:21])=[O:20])=[CH:15][CH:14]=2)[CH:5]=[CH:6][CH:7]=1.[OH-].[Na+].Cl. Product: [ClH:1].[Cl:1][C:2]1[CH:3]=[C:4]([C@@H:8]([OH:39])[CH2:9][NH:10][C@H:11]([CH3:38])[CH2:12][C:13]2[CH:14]=[CH:15][C:16]([S:19]([C:22]3[CH:32]=[CH:31][C:30]([CH2:33][CH2:34][CH:35]([CH3:36])[CH3:37])=[CH:29][C:23]=3[C:24]([OH:26])=[O:25])(=[O:20])=[O:21])=[CH:17][CH:18]=2)[CH:5]=[CH:6][CH:7]=1. The catalyst class is: 8. (4) Reactant: [C:1]([C:5]1[CH:14]=[C:13]([C:15]([CH3:18])([CH3:17])[CH3:16])[CH:12]=[C:7]([C:8]([O:10]C)=[O:9])[C:6]=1[OH:19])([CH3:4])([CH3:3])[CH3:2].[OH-].[K+].Cl. Product: [C:1]([C:5]1[CH:14]=[C:13]([C:15]([CH3:18])([CH3:17])[CH3:16])[CH:12]=[C:7]([C:8]([OH:10])=[O:9])[C:6]=1[OH:19])([CH3:4])([CH3:3])[CH3:2]. The catalyst class is: 24. (5) Product: [NH2:1][C:2]1[N:3]=[C:4]([C:24]2[CH:29]=[CH:28][CH:27]=[CH:26][CH:25]=2)[C:5]([C:14]2[CH:15]=[CH:16][C:17](=[O:23])[N:18]([CH:20]([CH3:22])[CH3:21])[CH:19]=2)=[N:6][C:7]=1[C:8]#[CH:9]. The catalyst class is: 5. Reactant: [NH2:1][C:2]1[N:3]=[C:4]([C:24]2[CH:29]=[CH:28][CH:27]=[CH:26][CH:25]=2)[C:5]([C:14]2[CH:15]=[CH:16][C:17](=[O:23])[N:18]([CH:20]([CH3:22])[CH3:21])[CH:19]=2)=[N:6][C:7]=1[C:8]#[C:9][Si](C)(C)C.C([O-])([O-])=O.[K+].[K+].O.CCOC(C)=O. (6) Reactant: [CH3:1][O:2][C:3]([C:5]1[NH:15][C:8]2=[CH:9][N:10]=[C:11]([O:13][CH3:14])[CH:12]=[C:7]2[C:6]=1[C:16]1[C:17]([O:22][CH3:23])=[N:18][CH:19]=[CH:20][CH:21]=1)=[O:4].[F:24][C:25]1[CH:32]=[CH:31][CH:30]=[CH:29][C:26]=1[CH2:27]Cl.C(=O)([O-])[O-].[Cs+].[Cs+].C(OCC)(=O)C. Product: [CH3:1][O:2][C:3]([C:5]1[N:15]([CH2:27][C:26]2[CH:29]=[CH:30][CH:31]=[CH:32][C:25]=2[F:24])[C:8]2=[CH:9][N:10]=[C:11]([O:13][CH3:14])[CH:12]=[C:7]2[C:6]=1[C:16]1[C:17]([O:22][CH3:23])=[N:18][CH:19]=[CH:20][CH:21]=1)=[O:4]. The catalyst class is: 18.